From a dataset of Forward reaction prediction with 1.9M reactions from USPTO patents (1976-2016). Predict the product of the given reaction. (1) The product is: [O:1]=[C:2]1[CH2:6][CH2:5][CH:4]([CH2:7][C:8]([O:10][CH3:11])=[O:9])[CH2:3]1. Given the reactants [O:1]=[C:2]1[CH2:6][CH2:5][CH:4]([CH:7](C(OC)=O)[C:8]([O:10][CH3:11])=[O:9])[CH2:3]1.C(O)(=O)CCCCCCCCCCC(O)=O, predict the reaction product. (2) Given the reactants [C:1]([O:6][C:7]1([CH2:17][CH3:18])[CH:14]2[CH2:15][CH:10]3[CH2:11][CH:12]([CH2:16][CH:8]1[CH2:9]3)[CH2:13]2)(=[O:5])[C:2]([CH3:4])=[CH2:3].[C:19]([O:22][C:23]1[CH:30]=[CH:29][C:26]([CH:27]=[CH2:28])=[CH:25][CH:24]=1)(=[O:21])[CH3:20].C(O)(C)C.N(C(C)(C)C(OC)=O)=NC(C)(C)C(OC)=O, predict the reaction product. The product is: [C:1]([O:6][C:7]1([CH2:17][CH3:18])[CH:8]2[CH2:16][CH:12]3[CH2:11][CH:10]([CH2:15][CH:14]1[CH2:13]3)[CH2:9]2)(=[O:5])[C:2]([CH3:4])=[CH2:3].[C:19]([O:22][C:23]1[CH:30]=[CH:29][C:26]([CH:27]=[CH2:28])=[CH:25][CH:24]=1)(=[O:21])[CH3:20]. (3) The product is: [NH:21]1[C:29]2[C:24](=[C:25]([C:2]3[N:3]=[C:4]([N:15]4[CH2:20][CH2:19][O:18][CH2:17][CH2:16]4)[C:5]4[S:10][C:9]5[N:11]=[CH:12][CH:13]=[CH:14][C:8]=5[C:6]=4[N:7]=3)[CH:26]=[CH:27][CH:28]=2)[CH:23]=[CH:22]1. Given the reactants Cl[C:2]1[N:3]=[C:4]([N:15]2[CH2:20][CH2:19][O:18][CH2:17][CH2:16]2)[C:5]2[S:10][C:9]3[N:11]=[CH:12][CH:13]=[CH:14][C:8]=3[C:6]=2[N:7]=1.[NH:21]1[C:29]2[CH:28]=[CH:27][CH:26]=[C:25](B(O)O)[C:24]=2[CH:23]=[CH:22]1.C(=O)([O-])O.[Na+].C(O)C, predict the reaction product.